Predict the reaction yield, written as a fraction of the theoretical maximum amount of product (1.0 means a 100% yield; for example, 0.34 means a 34% yield). From a dataset of Reaction yield outcomes from USPTO patents with 853,638 reactions. (1) The reactants are [CH3:1][O:2][C:3]([C:5]1[CH:14]=[C:13]([O:15][CH3:16])[C:12]2[C:7](=[C:8](Br)[CH:9]=[C:10]([F:17])[CH:11]=2)[N:6]=1)=[O:4].C1(P(C2C=CC=CC=2)C2C=CC3C(=CC=CC=3)C=2C2C3C(=CC=CC=3)C=CC=2P(C2C=CC=CC=2)C2C=CC=CC=2)C=CC=CC=1.[CH3:65][N:66]1[CH2:71][CH2:70][NH:69][CH2:68][CH2:67]1.C(=O)([O-])[O-].[Cs+].[Cs+]. The catalyst is C1(C)C=CC=CC=1. The product is [CH3:1][O:2][C:3]([C:5]1[CH:14]=[C:13]([O:15][CH3:16])[C:12]2[C:7](=[C:8]([N:69]3[CH2:70][CH2:71][N:66]([CH3:65])[CH2:67][CH2:68]3)[CH:9]=[C:10]([F:17])[CH:11]=2)[N:6]=1)=[O:4]. The yield is 0.900. (2) The reactants are [CH3:1][O:2][C:3]1[CH:4]=[C:5]2[C:10](=[CH:11][CH:12]=1)[NH:9][C:8](=[O:13])[CH:7]=[CH:6]2.[H-].[Na+].Br[CH2:17][CH2:18][CH2:19]Cl.C([O-])([O-])=O.[K+].[K+].[CH2:27]([CH:31]1[CH2:36][CH2:35][NH:34][CH2:33][CH2:32]1)[CH2:28][CH2:29][CH3:30]. The catalyst is CCOCC.CC#N.CCOC(C)=O. The product is [CH2:27]([CH:31]1[CH2:36][CH2:35][N:34]([CH2:17][CH2:18][CH2:19][N:9]2[C:10]3[C:5](=[CH:4][C:3]([O:2][CH3:1])=[CH:12][CH:11]=3)[CH:6]=[CH:7][C:8]2=[O:13])[CH2:33][CH2:32]1)[CH2:28][CH2:29][CH3:30]. The yield is 0.440. (3) The reactants are Cl[C:2]1[N:7]=[C:6]([N:8]2[CH2:13][CH2:12][CH:11]([O:14][CH2:15][C:16]3[CH:21]=[CH:20][C:19]([O:22][C:23]([F:26])([F:25])[F:24])=[CH:18][CH:17]=3)[CH2:10][CH2:9]2)[N:5]=[CH:4][N:3]=1.CCN(C(C)C)C(C)C.[NH2:36][C:37]1[C:38]([CH3:47])=[C:39]([CH:44]=[CH:45][CH:46]=1)[C:40]([NH:42][CH3:43])=[O:41]. The catalyst is C(O)(C)C. The product is [CH3:43][NH:42][C:40](=[O:41])[C:39]1[CH:44]=[CH:45][CH:46]=[C:37]([NH:36][C:2]2[N:7]=[C:6]([N:8]3[CH2:13][CH2:12][CH:11]([O:14][CH2:15][C:16]4[CH:21]=[CH:20][C:19]([O:22][C:23]([F:26])([F:25])[F:24])=[CH:18][CH:17]=4)[CH2:10][CH2:9]3)[N:5]=[CH:4][N:3]=2)[C:38]=1[CH3:47]. The yield is 0.160. (4) The reactants are C(OC([N:8]1[CH2:13][CH2:12][CH2:11][CH:10]([CH2:14][C:15]2[CH:20]=[CH:19][CH:18]=[CH:17][CH:16]=2)[CH2:9]1)=O)(C)(C)C.[ClH:21]. The catalyst is CO.O1CCOCC1. The product is [ClH:21].[CH2:14]([CH:10]1[CH2:11][CH2:12][CH2:13][NH:8][CH2:9]1)[C:15]1[CH:20]=[CH:19][CH:18]=[CH:17][CH:16]=1. The yield is 1.00. (5) The reactants are [Br:1][C:2]1[CH:3]=[C:4]2[C:8](=[CH:9][CH:10]=1)[NH:7][CH:6]=[C:5]2[CH:11]=O.P([O-])([O-])(O)=O.[NH4+:18].[NH4+]. The catalyst is [N+](CCC)([O-])=O.C(O)(=O)C. The product is [Br:1][C:2]1[CH:3]=[C:4]2[C:8](=[CH:9][CH:10]=1)[NH:7][CH:6]=[C:5]2[C:11]#[N:18]. The yield is 0.860. (6) The reactants are [OH:1][C:2]1[CH:7]=[CH:6][C:5]([NH:8][C:9](=[O:30])/[C:10](/[C:20]2[CH:25]=[CH:24][C:23]([O:26]COC)=[CH:22][CH:21]=2)=[C:11](/[C:14]2[CH:19]=[CH:18][CH:17]=[CH:16][CH:15]=2)\[CH2:12][CH3:13])=[CH:4][CH:3]=1.Cl.O. The catalyst is CO.O1CCOCC1. The product is [OH:1][C:2]1[CH:3]=[CH:4][C:5]([NH:8][C:9](=[O:30])/[C:10](/[C:20]2[CH:21]=[CH:22][C:23]([OH:26])=[CH:24][CH:25]=2)=[C:11](/[C:14]2[CH:19]=[CH:18][CH:17]=[CH:16][CH:15]=2)\[CH2:12][CH3:13])=[CH:6][CH:7]=1. The yield is 0.760. (7) The reactants are [O:1]1[C:5]([CH2:6][C:7]([OH:9])=O)=[CH:4][N:3]=[CH:2]1.[CH2:10]([C@@H:17]1[NH:22][CH2:21][CH2:20][N:19]([C:23]2[CH:31]=[C:30]3[C:26]([C:27]([CH2:35][CH3:36])=[N:28][N:29]3[CH:32]([CH3:34])[CH3:33])=[CH:25][CH:24]=2)[CH2:18]1)[C:11]1[CH:16]=[CH:15][CH:14]=[CH:13][CH:12]=1. No catalyst specified. The product is [CH2:10]([C@H:17]1[CH2:18][N:19]([C:23]2[CH:31]=[C:30]3[C:26]([C:27]([CH2:35][CH3:36])=[N:28][N:29]3[CH:32]([CH3:33])[CH3:34])=[CH:25][CH:24]=2)[CH2:20][CH2:21][N:22]1[C:7](=[O:9])[CH2:6][C:5]1[O:1][CH:2]=[N:3][CH:4]=1)[C:11]1[CH:12]=[CH:13][CH:14]=[CH:15][CH:16]=1. The yield is 0.340. (8) The reactants are [C:1]([C:5]1[CH:6]=[C:7]([CH:9]=[C:10]([C:12]([CH3:15])([CH3:14])[CH3:13])[CH:11]=1)[NH2:8])([CH3:4])([CH3:3])[CH3:2].[Cl-].[Al+3].[Cl-].[Cl-].[C:20]1([C:37]2[CH:42]=[CH:41][CH:40]=[CH:39][CH:38]=2)[CH:25]=[CH:24][CH:23]=[CH:22][C:21]=1[C:26]1O[C:28]([C:31]2[CH:36]=[CH:35][CH:34]=[CH:33][CH:32]=2)=[N:29][N:30]=1. The catalyst is CN1C(=O)CCC1. The product is [C:20]1([C:37]2[CH:38]=[CH:39][CH:40]=[CH:41][CH:42]=2)[CH:25]=[CH:24][CH:23]=[CH:22][C:21]=1[C:26]1[N:8]([C:7]2[CH:6]=[C:5]([C:1]([CH3:4])([CH3:3])[CH3:2])[CH:11]=[C:10]([C:12]([CH3:15])([CH3:14])[CH3:13])[CH:9]=2)[C:28]([C:31]2[CH:32]=[CH:33][CH:34]=[CH:35][CH:36]=2)=[N:29][N:30]=1. The yield is 0.810. (9) The reactants are [N+:1]([C:4]1[CH:22]=[CH:21][C:7]([CH2:8][O:9][C:10]([CH:12]2[C:20]3[C:15](=[CH:16][CH:17]=[CH:18][CH:19]=3)[CH2:14][CH2:13]2)=[O:11])=[CH:6][CH:5]=1)([O-:3])=[O:2].[Cl:23][S:24](O)(=[O:26])=[O:25]. The catalyst is C(Cl)(Cl)Cl. The product is [N+:1]([C:4]1[CH:5]=[CH:6][C:7]([CH2:8][O:9][C:10]([CH:12]2[C:20]3[C:15](=[CH:16][CH:17]=[C:18]([S:24]([Cl:23])(=[O:26])=[O:25])[CH:19]=3)[CH2:14][CH2:13]2)=[O:11])=[CH:21][CH:22]=1)([O-:3])=[O:2]. The yield is 0.270.